Task: Regression/Classification. Given a drug SMILES string, predict its absorption, distribution, metabolism, or excretion properties. Task type varies by dataset: regression for continuous measurements (e.g., permeability, clearance, half-life) or binary classification for categorical outcomes (e.g., BBB penetration, CYP inhibition). Dataset: b3db_classification.. Dataset: Blood-brain barrier permeability classification from the B3DB database (1) The drug is FC(F)O[C@@H](Cl)C(F)(F)F. The result is 1 (penetrates BBB). (2) The molecule is Cc1cccc(/C=N\N2CCN(C(c3ccccc3)c3ccccc3)CC2)n1. The result is 1 (penetrates BBB). (3) The compound is O=C(O)[C@@H]1C(=CCO)O[C@H]2CC(=O)N21. The result is 1 (penetrates BBB). (4) The compound is NC1CCN(c2nc3c(cc2F)c(=O)c(C(=O)O)cn3-c2ccc(F)cc2F)C1. The result is 0 (does not penetrate BBB).